From a dataset of Forward reaction prediction with 1.9M reactions from USPTO patents (1976-2016). Predict the product of the given reaction. (1) Given the reactants [CH2:1]([N:8]1[CH2:13][CH:12]=[C:11]([CH2:14][O:15][C:16]2[CH:21]=[CH:20][C:19]([Cl:22])=[CH:18][C:17]=2I)[CH2:10][CH2:9]1)[C:2]1[CH:7]=[CH:6][CH:5]=[CH:4][CH:3]=1.CC(N=NC(C#N)(C)C)(C#N)C.CCCC[SnH](CCCC)CCCC, predict the reaction product. The product is: [CH2:1]([N:8]1[CH2:13][CH2:12][C:11]2([C:17]3[CH:18]=[C:19]([Cl:22])[CH:20]=[CH:21][C:16]=3[O:15][CH2:14]2)[CH2:10][CH2:9]1)[C:2]1[CH:7]=[CH:6][CH:5]=[CH:4][CH:3]=1.[ClH:22]. (2) Given the reactants O=[C:2]1[C:6]2[NH:7][C:8]([C:10]([O:12][CH3:13])=[O:11])=[CH:9][C:5]=2[CH2:4][CH2:3]1.[Cl:14][C:15]1[CH:16]=[C:17]([CH:21]=[CH:22][CH:23]=1)[CH2:18][Mg]Br, predict the reaction product. The product is: [Cl:14][C:15]1[CH:16]=[C:17]([CH:21]=[CH:22][CH:23]=1)[CH2:18][CH:2]1[C:6]2[NH:7][C:8]([C:10]([O:12][CH3:13])=[O:11])=[CH:9][C:5]=2[CH2:4][CH2:3]1. (3) Given the reactants O=C1C2C(=CC=CC=2)C(=O)[N:3]1[O:12][CH2:13][C:14]1[CH:19]=[CH:18][C:17]([CH2:20][CH2:21][C:22]2[N:23]=[C:24]([NH:27][C:28](=[O:30])[CH3:29])[S:25][CH:26]=2)=[CH:16][CH:15]=1.CNN, predict the reaction product. The product is: [NH2:3][O:12][CH2:13][C:14]1[CH:19]=[CH:18][C:17]([CH2:20][CH2:21][C:22]2[N:23]=[C:24]([NH:27][C:28](=[O:30])[CH3:29])[S:25][CH:26]=2)=[CH:16][CH:15]=1. (4) Given the reactants C([N-]C(C)C)(C)C.[Li+].[C:9]1([S:15]([N:18]2[C:22]3[N:23]=[C:24]([Cl:28])[N:25]=[C:26]([Cl:27])[C:21]=3[CH:20]=[CH:19]2)(=[O:17])=[O:16])[CH:14]=[CH:13][CH:12]=[CH:11][CH:10]=1.[CH3:29][C:30]([CH3:32])=[O:31], predict the reaction product. The product is: [C:9]1([S:15]([N:18]2[C:22]3[N:23]=[C:24]([Cl:28])[N:25]=[C:26]([Cl:27])[C:21]=3[CH:20]=[C:19]2[C:30]([OH:31])([CH3:32])[CH3:29])(=[O:16])=[O:17])[CH:10]=[CH:11][CH:12]=[CH:13][CH:14]=1. (5) The product is: [CH3:11][NH:12][S:7]([C:5]1[S:6][C:2]([Br:1])=[CH:3][CH:4]=1)(=[O:9])=[O:8]. Given the reactants [Br:1][C:2]1[S:6][C:5]([S:7](Cl)(=[O:9])=[O:8])=[CH:4][CH:3]=1.[CH3:11][NH2:12].O1CCCC1, predict the reaction product. (6) The product is: [N+:11]([C:14]1[O:18][C:17]([C:19]2[O:1][N:2]=[C:3]([C:4]3[CH:9]=[CH:8][CH:7]=[CH:6][CH:5]=3)[N:10]=2)=[CH:16][CH:15]=1)([O-:13])=[O:12]. Given the reactants [OH:1][NH:2][C:3](=[NH:10])[C:4]1[CH:9]=[CH:8][CH:7]=[CH:6][CH:5]=1.[N+:11]([C:14]1[O:18][C:17]([C:19](Cl)=O)=[CH:16][CH:15]=1)([O-:13])=[O:12], predict the reaction product.